Dataset: Forward reaction prediction with 1.9M reactions from USPTO patents (1976-2016). Task: Predict the product of the given reaction. (1) Given the reactants [N+:1]([C:4]1[CH:13]=[C:12]2[C:7]([CH2:8][CH2:9][CH2:10][C:11]2=[O:14])=[CH:6][CH:5]=1)([O-:3])=[O:2].[N-:15]=[N+]=[N-].[Na+].S(=O)(=O)(O)O.[OH-].[NH4+], predict the reaction product. The product is: [N+:1]([C:4]1[CH:5]=[CH:6][C:7]2[CH2:8][CH2:9][CH2:10][NH:15][C:11](=[O:14])[C:12]=2[CH:13]=1)([O-:3])=[O:2]. (2) Given the reactants [NH2:1][C:2]1[C:10]([CH3:11])=[CH:9][C:8]([CH3:12])=[CH:7][C:3]=1[C:4](O)=[O:5].C1C=CC2N(O)N=[N:19]C=2C=1.C(Cl)CCl.CN, predict the reaction product. The product is: [NH2:1][C:2]1[C:10]([CH3:11])=[CH:9][C:8]([CH3:12])=[CH:7][C:3]=1[C:4]([NH2:19])=[O:5]. (3) Given the reactants [OH:1][C:2]1[CH:7]=[CH:6][C:5]([S:8][C:9]2[N:14]=[C:13]([CH3:15])[C:12]([CH2:16][N:17]3[CH2:22][CH2:21][CH:20]([N:23]4[C@H:27]([C:28]5[CH:33]=[CH:32][CH:31]=[CH:30][CH:29]=5)[CH2:26][NH:25][C:24]4=[O:34])[CH2:19][CH2:18]3)=[CH:11][CH:10]=2)=[CH:4][CH:3]=1.[H-].[Na+].BrC[CH2:39][CH2:40][O:41][CH2:42]CCBr, predict the reaction product. The product is: [CH3:42][O:41][CH2:40][CH2:39][O:1][C:2]1[CH:3]=[CH:4][C:5]([S:8][C:9]2[N:14]=[C:13]([CH3:15])[C:12]([CH2:16][N:17]3[CH2:22][CH2:21][CH:20]([N:23]4[C@H:27]([C:28]5[CH:29]=[CH:30][CH:31]=[CH:32][CH:33]=5)[CH2:26][NH:25][C:24]4=[O:34])[CH2:19][CH2:18]3)=[CH:11][CH:10]=2)=[CH:6][CH:7]=1. (4) The product is: [C:1]([O:4][CH2:5][C:6]1[CH:11]=[C:10]([C:12]#[N:13])[CH:9]=[CH:8][C:7]=1[B:15]1[O:19][C:18]([CH3:21])([CH3:20])[C:17]([CH3:23])([CH3:22])[O:16]1)(=[O:3])[CH3:2]. Given the reactants [C:1]([O:4][CH2:5][C:6]1[CH:11]=[C:10]([C:12]#[N:13])[CH:9]=[CH:8][C:7]=1Br)(=[O:3])[CH3:2].[B:15]1([B:15]2[O:19][C:18]([CH3:21])([CH3:20])[C:17]([CH3:23])([CH3:22])[O:16]2)[O:19][C:18]([CH3:21])([CH3:20])[C:17]([CH3:23])([CH3:22])[O:16]1.CC([O-])=O.[K+], predict the reaction product. (5) Given the reactants C[O:2][C:3](=[O:32])[CH2:4][O:5][C:6]1[CH:11]=[C:10]([CH3:12])[C:9]([S:13][CH2:14][C:15]2[S:19][C:18]([C:20]3[CH:25]=[CH:24][C:23]([C:26]([F:29])([F:28])[F:27])=[CH:22][CH:21]=3)=[N:17][C:16]=2[CH3:30])=[CH:8][C:7]=1[CH3:31].O.[OH-].[Li+].Cl, predict the reaction product. The product is: [CH3:31][C:7]1[CH:8]=[C:9]([S:13][CH2:14][C:15]2[S:19][C:18]([C:20]3[CH:25]=[CH:24][C:23]([C:26]([F:29])([F:27])[F:28])=[CH:22][CH:21]=3)=[N:17][C:16]=2[CH3:30])[C:10]([CH3:12])=[CH:11][C:6]=1[O:5][CH2:4][C:3]([OH:32])=[O:2]. (6) Given the reactants [CH:1]1([C:4]2[CH:5]=[N:6][C:7]([NH:14][C:15]3[CH:16]=[C:17]4[C:21](=[CH:22][CH:23]=3)[NH:20][CH:19]=[CH:18]4)=[C:8]([CH:13]=2)[C:9]([O:11]C)=[O:10])[CH2:3][CH2:2]1.CC(C)([O-])C.[K+].Br[CH2:31][CH:32]([CH2:35][CH3:36])[CH2:33][CH3:34].[OH-].[Na+].Cl, predict the reaction product. The product is: [CH:1]1([C:4]2[CH:5]=[N:6][C:7]([NH:14][C:15]3[CH:16]=[C:17]4[C:21](=[CH:22][CH:23]=3)[N:20]([CH2:31][CH:32]([CH2:35][CH3:36])[CH2:33][CH3:34])[CH:19]=[CH:18]4)=[C:8]([CH:13]=2)[C:9]([OH:11])=[O:10])[CH2:3][CH2:2]1.